Dataset: Full USPTO retrosynthesis dataset with 1.9M reactions from patents (1976-2016). Task: Predict the reactants needed to synthesize the given product. (1) The reactants are: [Br:1][C:2]1[CH:7]=[CH:6][C:5]([CH2:8][C:9]#[N:10])=[CH:4][CH:3]=1.Cl.[NH2:12][OH:13].C(=O)(O)[O-].[Na+].CO.O. Given the product [Br:1][C:2]1[CH:7]=[CH:6][C:5]([CH2:8][C:9]([NH:12][OH:13])=[NH:10])=[CH:4][CH:3]=1, predict the reactants needed to synthesize it. (2) Given the product [C:1]([O:4][C@@H:5]1[C@H:10]([O:11][C:12](=[O:14])[CH3:13])[C@@H:9]([O:15][C:16](=[O:18])[CH3:17])[C@H:8]([CH3:19])[O:7][C@H:6]1[S:20][CH2:21][C:24]#[CH:25])(=[O:3])[CH3:2], predict the reactants needed to synthesize it. The reactants are: [C:1]([O:4][C@@H:5]1[C@H:10]([O:11][C:12](=[O:14])[CH3:13])[C@@H:9]([O:15][C:16](=[O:18])[CH3:17])[C@H:8]([CH3:19])[O:7][C@H:6]1[S:20][C:21](N)=[NH2+])(=[O:3])[CH3:2].[C:24](#N)[CH3:25].C(N(CC)CC)C.C(Br)C#C. (3) The reactants are: [C:1]([O:5][C:6](=[O:21])[NH:7][C@@H:8]1[C:14](=[O:15])[N:13]([CH3:16])[C:12]2[CH:17]=[CH:18][CH:19]=[CH:20][C:11]=2[NH:10][CH2:9]1)([CH3:4])([CH3:3])[CH3:2].[C:22](Cl)(=[O:27])[C:23]([CH3:26])([CH3:25])[CH3:24]. Given the product [C:1]([O:5][C:6](=[O:21])[NH:7][C@@H:8]1[C:14](=[O:15])[N:13]([CH3:16])[C:12]2[CH:17]=[CH:18][CH:19]=[CH:20][C:11]=2[N:10]([C:22](=[O:27])[C:23]([CH3:26])([CH3:25])[CH3:24])[CH2:9]1)([CH3:4])([CH3:2])[CH3:3], predict the reactants needed to synthesize it. (4) Given the product [C:12]1([CH:9]([CH2:10][CH3:11])[C:8]([C:5]2[CH:4]=[CH:3][C:2]([O:1][CH:20]3[CH2:21][CH2:22][CH2:23][CH2:24][O:19]3)=[CH:7][CH:6]=2)=[O:18])[CH:13]=[CH:14][CH:15]=[CH:16][CH:17]=1, predict the reactants needed to synthesize it. The reactants are: [OH:1][C:2]1[CH:7]=[CH:6][C:5]([C:8](=[O:18])[CH:9]([C:12]2[CH:17]=[CH:16][CH:15]=[CH:14][CH:13]=2)[CH2:10][CH3:11])=[CH:4][CH:3]=1.[O:19]1[CH:24]=[CH:23][CH2:22][CH2:21][CH2:20]1.[Cl-].[Cl-].[Ca+2]. (5) Given the product [Cl:1][C:2]1[N:3]=[C:4]([NH:25][CH2:24][CH2:23][CH2:22][O:21][CH2:19][CH3:20])[C:5]2[CH2:10][CH2:9][CH:8]([C:11]3[CH:16]=[CH:15][C:14]([F:17])=[CH:13][CH:12]=3)[C:6]=2[N:7]=1, predict the reactants needed to synthesize it. The reactants are: [Cl:1][C:2]1[N:3]=[C:4](Cl)[C:5]2[CH2:10][CH2:9][CH:8]([C:11]3[CH:16]=[CH:15][C:14]([F:17])=[CH:13][CH:12]=3)[C:6]=2[N:7]=1.[CH2:19]([O:21][CH2:22][CH2:23][CH2:24][NH2:25])[CH3:20]. (6) Given the product [C:40]([O:39][C:37]([N:34]1[CH2:35][CH2:36][CH:31]([N:8]2[C:9]3[C:5](=[CH:4][CH:3]=[C:2]([F:1])[CH:10]=3)[C:6]([C:11]3[N:12]=[C:13]4[C:19]([CH:20]=[O:21])=[CH:18][N:17]([CH2:22][O:23][CH2:24][CH2:25][Si:26]([CH3:29])([CH3:28])[CH3:27])[C:14]4=[N:15][CH:16]=3)=[N:7]2)[CH2:32][CH2:33]1)=[O:38])([CH3:43])([CH3:41])[CH3:42], predict the reactants needed to synthesize it. The reactants are: [F:1][C:2]1[CH:10]=[C:9]2[C:5]([C:6]([C:11]3[N:12]=[C:13]4[C:19]([CH:20]=[O:21])=[CH:18][N:17]([CH2:22][O:23][CH2:24][CH2:25][Si:26]([CH3:29])([CH3:28])[CH3:27])[C:14]4=[N:15][CH:16]=3)=[N:7][NH:8]2)=[CH:4][CH:3]=1.Br[CH:31]1[CH2:36][CH2:35][N:34]([C:37]([O:39][C:40]([CH3:43])([CH3:42])[CH3:41])=[O:38])[CH2:33][CH2:32]1.C(=O)([O-])[O-].[Cs+].[Cs+].